Dataset: Forward reaction prediction with 1.9M reactions from USPTO patents (1976-2016). Task: Predict the product of the given reaction. Given the reactants [CH3:1][CH:2]1[C:10]2[C:9](O)=[N:8][CH:7]=[N:6][C:5]=2[CH2:4][S:3]1.O=P(Cl)(Cl)[Cl:14], predict the reaction product. The product is: [Cl:14][C:9]1[C:10]2[CH:2]([CH3:1])[S:3][CH2:4][C:5]=2[N:6]=[CH:7][N:8]=1.